The task is: Predict which catalyst facilitates the given reaction.. This data is from Catalyst prediction with 721,799 reactions and 888 catalyst types from USPTO. (1) The catalyst class is: 5. Product: [C:3]([Si:7]([CH3:19])([CH3:18])[O:8][CH:9]([C:11]1[O:12][C:13]([CH2:16][OH:17])=[CH:14][N:15]=1)[CH3:10])([CH3:4])([CH3:6])[CH3:5]. Reactant: N#N.[C:3]([Si:7]([CH3:19])([CH3:18])[O:8][CH:9]([C:11]1[O:12][C:13]([CH:16]=[O:17])=[CH:14][N:15]=1)[CH3:10])([CH3:6])([CH3:5])[CH3:4].[BH4-].[Na+].O. (2) Reactant: [F:1][C:2]([F:12])([F:11])[C:3]1[CH:4]=[C:5]([CH:7]=[CH:8][C:9]=1[Cl:10])[NH2:6].N1C=CC=CC=1.[Cl:19][C:20]([Cl:25])([Cl:24])[C:21](Cl)=[O:22]. Product: [Cl:19][C:20]([Cl:25])([Cl:24])[C:21]([NH:6][C:5]1[CH:7]=[CH:8][C:9]([Cl:10])=[C:3]([C:2]([F:1])([F:11])[F:12])[CH:4]=1)=[O:22]. The catalyst class is: 4.